This data is from Forward reaction prediction with 1.9M reactions from USPTO patents (1976-2016). The task is: Predict the product of the given reaction. (1) The product is: [CH:1]([C:4]1[CH:9]=[CH:8][CH:7]=[C:6]([CH3:10])[C:5]=1[N:11]=[C:12]([C:14]1[CH:15]=[CH:16][CH:17]=[C:18]([C:20](=[N:32][C:27]2[CH:28]=[CH:29][CH:30]=[CH:31][C:26]=2[CH:23]([CH3:25])[CH3:24])[CH3:21])[N:19]=1)[CH3:13])([CH3:3])[CH3:2]. Given the reactants [CH:1]([C:4]1[CH:9]=[CH:8][CH:7]=[C:6]([CH3:10])[C:5]=1[N:11]=[C:12]([C:14]1[N:19]=[C:18]([C:20](=O)[CH3:21])[CH:17]=[CH:16][CH:15]=1)[CH3:13])([CH3:3])[CH3:2].[CH:23]([C:26]1[CH:31]=[CH:30][CH:29]=[CH:28][C:27]=1[NH2:32])([CH3:25])[CH3:24], predict the reaction product. (2) The product is: [C:3]1([CH2:9][CH2:10][O:11][C:12]2[CH:28]=[CH:27][C:26]([CH:29]=[O:30])=[CH:25][C:13]=2[C:14]([OH:16])=[O:15])[CH:4]=[CH:5][CH:6]=[CH:7][CH:8]=1. Given the reactants [OH-].[Li+].[C:3]1([CH2:9][CH2:10][O:11][C:12]2[CH:28]=[CH:27][C:26]([CH:29]=[O:30])=[CH:25][C:13]=2[C:14]([O:16]CCC2C=CC=CC=2)=[O:15])[CH:8]=[CH:7][CH:6]=[CH:5][CH:4]=1.C(OCC)(=O)C, predict the reaction product. (3) Given the reactants [F:1][C:2]1[CH:7]=[C:6]([N+:8]([O-:10])=[O:9])[CH:5]=[CH:4][C:3]=1[C:11]1[C:16]([CH:17]=[O:18])=[CH:15][N:14]=[C:13]([NH:19][C:20](=[O:22])[CH3:21])[CH:12]=1.[BH4-].[Na+], predict the reaction product. The product is: [F:1][C:2]1[CH:7]=[C:6]([N+:8]([O-:10])=[O:9])[CH:5]=[CH:4][C:3]=1[C:11]1[C:16]([CH2:17][OH:18])=[CH:15][N:14]=[C:13]([NH:19][C:20](=[O:22])[CH3:21])[CH:12]=1. (4) Given the reactants Cl[C:2]([O:4][C:5]1[CH:10]=[CH:9][C:8]([O:11][C:12]2[C:17]([Cl:18])=[CH:16][C:15]([C:19]([F:22])([F:21])[F:20])=[CH:14][N:13]=2)=[CH:7][CH:6]=1)=[O:3].[CH2:23]([N:30]1[CH2:35][CH2:34][NH:33][CH2:32][CH2:31]1)[C:24]1[CH:29]=[CH:28][CH:27]=[CH:26][CH:25]=1, predict the reaction product. The product is: [Cl:18][C:17]1[C:12]([O:11][C:8]2[CH:9]=[CH:10][C:5]([O:4][C:2]([N:33]3[CH2:34][CH2:35][N:30]([CH2:23][C:24]4[CH:25]=[CH:26][CH:27]=[CH:28][CH:29]=4)[CH2:31][CH2:32]3)=[O:3])=[CH:6][CH:7]=2)=[N:13][CH:14]=[C:15]([C:19]([F:22])([F:21])[F:20])[CH:16]=1. (5) Given the reactants F[C:2]1[CH:12]=[CH:11][C:5]([C:6]([O:8][CH2:9][CH3:10])=[O:7])=[CH:4][C:3]=1[C:13]([N:15]1[CH2:24][CH2:23][C:22]2[C:17](=[CH:18][CH:19]=[CH:20][CH:21]=2)[CH2:16]1)=[O:14].[CH2:25]([N:29]([CH2:39][CH2:40][CH2:41][CH3:42])[C:30]([C:32]1[C:36]([Cl:37])=[C:35]([CH3:38])[NH:34][N:33]=1)=[O:31])[CH2:26][CH2:27][CH3:28].C([O-])([O-])=O.[K+].[K+], predict the reaction product. The product is: [Cl:37][C:36]1[C:32]([C:30](=[O:31])[N:29]([CH2:39][CH2:40][CH2:41][CH3:42])[CH2:25][CH2:26][CH2:27][CH3:28])=[N:33][N:34]([C:2]2[CH:12]=[CH:11][C:5]([C:6]([O:8][CH2:9][CH3:10])=[O:7])=[CH:4][C:3]=2[C:13]([N:15]2[CH2:24][CH2:23][C:22]3[C:17](=[CH:18][CH:19]=[CH:20][CH:21]=3)[CH2:16]2)=[O:14])[C:35]=1[CH3:38]. (6) Given the reactants [CH3:1][CH2:2][CH2:3][CH2:4][N:5]1[CH:10]([C:11]([NH:13][C:14]2[C:15]([CH3:21])=[CH:16][CH:17]=[CH:18][C:19]=2[CH3:20])=[O:12])[CH2:9][CH2:8][CH2:7][CH2:6]1.[OH:22][C:23]1[C:32]2[C:27](=[CH:28][CH:29]=[CH:30][CH:31]=2)[CH:26]=[CH:25][C:24]=1[C:33]([OH:35])=[O:34], predict the reaction product. The product is: [OH:22][C:23]1[C:32]2[C:27](=[CH:28][CH:29]=[CH:30][CH:31]=2)[CH:26]=[CH:25][C:24]=1[C:33]([O-:35])=[O:34].[CH2:4]([NH+:5]1[CH2:6][CH2:7][CH2:8][CH2:9][CH:10]1[C:11](=[O:12])[NH:13][C:14]1[C:19]([CH3:20])=[CH:18][CH:17]=[CH:16][C:15]=1[CH3:21])[CH2:3][CH2:2][CH3:1].